Task: Predict the product of the given reaction.. Dataset: Forward reaction prediction with 1.9M reactions from USPTO patents (1976-2016) (1) Given the reactants [F:1][C:2]1[CH:3]=[C:4]([C:8]2[CH:9]=[C:10]([CH2:16][NH:17][C:18]3[C:19]([CH3:26])=[C:20]([OH:25])[CH:21]=[CH:22][C:23]=3[CH3:24])[CH:11]=[C:12]([O:14][CH3:15])[CH:13]=2)[CH:5]=[CH:6][CH:7]=1.C([O-])([O-])=O.[Cs+].[Cs+].Br[CH2:34][C:35]([O:37][CH:38]([CH3:40])[CH3:39])=[O:36].O, predict the reaction product. The product is: [F:1][C:2]1[CH:3]=[C:4]([C:8]2[CH:9]=[C:10]([CH2:16][NH:17][C:18]3[C:19]([CH3:26])=[C:20]([CH:21]=[CH:22][C:23]=3[CH3:24])[O:25][CH2:34][C:35]([O:37][CH:38]([CH3:40])[CH3:39])=[O:36])[CH:11]=[C:12]([O:14][CH3:15])[CH:13]=2)[CH:5]=[CH:6][CH:7]=1. (2) Given the reactants [CH3:1][O:2][C:3]1[CH:4]=[C:5]2[C:10](=[CH:11][CH:12]=1)[CH:9]=[C:8]([C:13]([NH2:15])=[NH:14])[CH:7]=[CH:6]2.[Cl:16][C:17]1[CH:28]=[C:27]([Cl:29])[CH:26]=[CH:25][C:18]=1[CH:19]=[C:20]([C:23]#[N:24])[C:21]#[N:22], predict the reaction product. The product is: [NH2:24][CH2:23][C:20]1[C:21]([NH2:22])=[N:14][C:13]([C:8]2[CH:7]=[CH:6][C:5]3[C:10](=[CH:11][CH:12]=[C:3]([O:2][CH3:1])[CH:4]=3)[CH:9]=2)=[N:15][C:19]=1[C:18]1[CH:25]=[CH:26][C:27]([Cl:29])=[CH:28][C:17]=1[Cl:16]. (3) Given the reactants [Si:1]([C:8]1[C:13]([Cl:14])=[C:12]([F:15])[N:11]=[C:10]([C:16]([C:18]2[C:19](F)=[N:20][CH:21]=[CH:22][CH:23]=2)=O)[C:9]=1[F:25])([C:4]([CH3:7])([CH3:6])[CH3:5])([CH3:3])[CH3:2].C(=O)([O-])[O-].[Ca+2].O.[NH2:32][NH2:33], predict the reaction product. The product is: [Si:1]([C:8]1[C:13]([Cl:14])=[C:12]([F:15])[N:11]=[C:10]([C:16]2[C:18]3[C:19](=[N:20][CH:21]=[CH:22][CH:23]=3)[NH:33][N:32]=2)[C:9]=1[F:25])([C:4]([CH3:7])([CH3:6])[CH3:5])([CH3:2])[CH3:3]. (4) Given the reactants [F:1][C:2]([C:8]1[CH:17]=[CH:16][C:11]([C:12]([O:14][CH3:15])=[O:13])=[CH:10][CH:9]=1)([F:7])[C:3]([O:5]C)=[O:4].[OH-].[Na+], predict the reaction product. The product is: [F:1][C:2]([F:7])([C:8]1[CH:9]=[CH:10][C:11]([C:12]([O:14][CH3:15])=[O:13])=[CH:16][CH:17]=1)[C:3]([OH:5])=[O:4]. (5) Given the reactants [CH3:1][C:2]1[N:3]=[C:4]2[CH:12]=[CH:11][CH:10]=[C:9]3[N:5]2[C:6]=1[C:7](=[O:28])[N:8]3[CH2:13][CH2:14][CH2:15][CH2:16][N:17]1C(=O)C2=CC=CC=C2C1=O.O.NN.O, predict the reaction product. The product is: [NH2:17][CH2:16][CH2:15][CH2:14][CH2:13][N:8]1[C:9]2[N:5]3[C:4](=[N:3][C:2]([CH3:1])=[C:6]3[C:7]1=[O:28])[CH:12]=[CH:11][CH:10]=2.